This data is from NCI-60 drug combinations with 297,098 pairs across 59 cell lines. The task is: Regression. Given two drug SMILES strings and cell line genomic features, predict the synergy score measuring deviation from expected non-interaction effect. (1) Drug 1: CC12CCC(CC1=CCC3C2CCC4(C3CC=C4C5=CN=CC=C5)C)O. Drug 2: CS(=O)(=O)CCNCC1=CC=C(O1)C2=CC3=C(C=C2)N=CN=C3NC4=CC(=C(C=C4)OCC5=CC(=CC=C5)F)Cl. Cell line: SNB-75. Synergy scores: CSS=8.07, Synergy_ZIP=-3.24, Synergy_Bliss=-1.57, Synergy_Loewe=-8.80, Synergy_HSA=-2.51. (2) Drug 1: CC1C(C(=O)NC(C(=O)N2CCCC2C(=O)N(CC(=O)N(C(C(=O)O1)C(C)C)C)C)C(C)C)NC(=O)C3=C4C(=C(C=C3)C)OC5=C(C(=O)C(=C(C5=N4)C(=O)NC6C(OC(=O)C(N(C(=O)CN(C(=O)C7CCCN7C(=O)C(NC6=O)C(C)C)C)C)C(C)C)C)N)C. Drug 2: C1CN1C2=NC(=NC(=N2)N3CC3)N4CC4. Cell line: HS 578T. Synergy scores: CSS=14.3, Synergy_ZIP=-3.93, Synergy_Bliss=-1.40, Synergy_Loewe=-0.122, Synergy_HSA=0.355.